Dataset: Reaction yield outcomes from USPTO patents with 853,638 reactions. Task: Predict the reaction yield, written as a fraction of the theoretical maximum amount of product (1.0 means a 100% yield; for example, 0.34 means a 34% yield). The reactants are [Cl:1][C:2]1[N:3]=[C:4](Cl)[C:5]2[N:11]=[C:10]([C:12]([O:14][CH3:15])=[O:13])[CH:9]=[C:8]([Cl:16])[C:6]=2[N:7]=1.C(N(C(C)C)C(C)C)C.[NH:27]1[CH2:32][CH2:31][CH2:30][CH2:29][CH2:28]1. The catalyst is C(#N)C. The product is [Cl:1][C:2]1[N:3]=[C:4]([N:27]2[CH2:32][CH2:31][CH2:30][CH2:29][CH2:28]2)[C:5]2[N:11]=[C:10]([C:12]([O:14][CH3:15])=[O:13])[CH:9]=[C:8]([Cl:16])[C:6]=2[N:7]=1. The yield is 0.730.